Dataset: Reaction yield outcomes from USPTO patents with 853,638 reactions. Task: Predict the reaction yield, written as a fraction of the theoretical maximum amount of product (1.0 means a 100% yield; for example, 0.34 means a 34% yield). (1) The reactants are [CH2:1]([N:3]([CH2:34][CH3:35])[C:4]([C:6]1[CH2:11][CH2:10][CH2:9][N:8]([CH:12]2[CH2:17][CH2:16][N:15]([C:18]([C:20]3[C:21]4[C:26]([CH:27]=[C:28]5[C:33]=3[CH:32]=[CH:31][CH:30]=[CH:29]5)=[CH:25][CH:24]=[CH:23][CH:22]=4)=[O:19])[CH2:14][CH2:13]2)[CH:7]=1)=[O:5])[CH3:2]. The catalyst is CO.[Pd]. The product is [CH2:34]([N:3]([CH2:1][CH3:2])[C:4]([CH:6]1[CH2:11][CH2:10][CH2:9][N:8]([CH:12]2[CH2:13][CH2:14][N:15]([C:18]([C:20]3[C:33]4[C:28]([CH:27]=[C:26]5[C:21]=3[CH2:22][CH2:23][CH2:24][CH2:25]5)=[CH:29][CH:30]=[CH:31][CH:32]=4)=[O:19])[CH2:16][CH2:17]2)[CH2:7]1)=[O:5])[CH3:35]. The yield is 0.340. (2) The reactants are Br[C:2]1[CH:7]=[CH:6][C:5]([C:8]([F:11])([F:10])[F:9])=[CH:4][N:3]=1.[CH3:12][C@H:13]1[CH2:18][NH:17][CH2:16][CH2:15][NH:14]1.C(N(CC)CC)C. The catalyst is C1(C)C=CC=CC=1.C(OCC)(=O)C. The product is [CH3:12][C@@H:13]1[NH:14][CH2:15][CH2:16][N:17]([C:2]2[CH:7]=[CH:6][C:5]([C:8]([F:11])([F:10])[F:9])=[CH:4][N:3]=2)[CH2:18]1. The yield is 0.810. (3) The yield is 0.990. The product is [NH2:13][C:3]1[C:2]([CH3:1])=[CH:11][CH:10]=[C:9]2[C:4]=1[CH:5]=[N:6][NH:7][C:8]2=[O:12]. The catalyst is CCO.[Pd]. The reactants are [CH3:1][C:2]1[C:3]([N+:13]([O-])=O)=[C:4]2[C:9](=[CH:10][CH:11]=1)[C:8](=[O:12])[NH:7][N:6]=[CH:5]2. (4) The reactants are Br[C:2]1[C:7]([N:8]([CH2:23][O:24][CH3:25])[S:9]([C:12]2[CH:17]=[CH:16][C:15]([Cl:18])=[C:14]([C:19]([F:22])([F:21])[F:20])[CH:13]=2)(=[O:11])=[O:10])=[CH:6][C:5]([Cl:26])=[CH:4][N:3]=1.C([Mg]Cl)(C)C.[Cl:32][C:33]1[CH:44]=[CH:43][C:42]([CH3:45])=[CH:41][C:34]=1[C:35](N(OC)C)=[O:36]. The catalyst is C1COCC1. The product is [Cl:18][C:15]1[CH:16]=[CH:17][C:12]([S:9]([N:8]([C:7]2[C:2]([C:35](=[O:36])[C:34]3[CH:41]=[C:42]([CH3:45])[CH:43]=[CH:44][C:33]=3[Cl:32])=[N:3][CH:4]=[C:5]([Cl:26])[CH:6]=2)[CH2:23][O:24][CH3:25])(=[O:11])=[O:10])=[CH:13][C:14]=1[C:19]([F:22])([F:21])[F:20]. The yield is 0.480. (5) The yield is 0.300. The reactants are [CH3:1][C:2]1([CH3:19])[CH2:14][C:13]2=[N:15][NH:16][C:17](=[O:18])[C:10]3[C:11]4[C:12]2=[C:4]([NH:5][C:6]=4[CH:7]=[CH:8][CH:9]=3)[CH2:3]1.[H-].[Na+].Br[CH2:23][CH2:24][O:25]C1CCCCO1.CC1C=CC(S(O)(=O)=O)=[CH:37][CH:38]=1.CN(C=[O:47])C. The product is [OH:25][CH2:24][CH2:23][N:16]1[C:17](=[O:18])[C:10]2[C:11]3[C:12]4[C:13]([CH2:14][C:2]([CH3:19])([CH3:1])[CH2:3][C:4]=4[N:5]([CH2:37][CH2:38][OH:47])[C:6]=3[CH:7]=[CH:8][CH:9]=2)=[N:15]1. The catalyst is CO.O. (6) The catalyst is C(Cl)Cl. The product is [CH2:13]([O:12][C:10](=[O:11])[NH:8][CH2:7][C:2]1([CH3:1])[CH2:6][CH2:5][CH2:4][CH2:3]1)[CH3:14]. The yield is 0.660. The reactants are [CH3:1][C:2]1([CH2:7][NH2:8])[CH2:6][CH2:5][CH2:4][CH2:3]1.Cl[C:10]([O:12][CH2:13][CH3:14])=[O:11].O. (7) The reactants are [OH-].[Na+].C[O:4][C:5](=[O:38])[CH2:6][CH2:7][C:8]1[CH:13]=[CH:12][C:11]([O:14][CH2:15][CH2:16][C@@H:17]([O:19][C:20]2[C:25]([O:26][C:27]3[CH:32]=[CH:31][CH:30]=[CH:29][CH:28]=3)=[CH:24][C:23]([C:33]([F:36])([F:35])[F:34])=[CH:22][N:21]=2)[CH3:18])=[CH:10][C:9]=1[CH3:37].Cl. The catalyst is CO. The product is [CH3:37][C:9]1[CH:10]=[C:11]([O:14][CH2:15][CH2:16][C@@H:17]([O:19][C:20]2[C:25]([O:26][C:27]3[CH:32]=[CH:31][CH:30]=[CH:29][CH:28]=3)=[CH:24][C:23]([C:33]([F:36])([F:34])[F:35])=[CH:22][N:21]=2)[CH3:18])[CH:12]=[CH:13][C:8]=1[CH2:7][CH2:6][C:5]([OH:38])=[O:4]. The yield is 0.950. (8) The reactants are Br[C:2]1[CH:3]=[C:4]2[C:8](=[C:9]([CH3:11])[CH:10]=1)[NH:7][N:6]=[CH:5]2.[H-].[Na+].C([Li])(CC)C.C1CCCCC1.Cl.[C:26](=O)(O)[O-:27].[Na+]. The catalyst is CN(C)C=O.O1CCCC1. The product is [CH3:11][C:9]1[CH:10]=[C:2]([CH:26]=[O:27])[CH:3]=[C:4]2[C:8]=1[NH:7][N:6]=[CH:5]2. The yield is 0.650. (9) The yield is 0.840. No catalyst specified. The reactants are [CH2:1]([O:8][C:9]1[CH:10]=[C:11]([C:15](=[O:17])[CH3:16])[CH:12]=[CH:13][CH:14]=1)[C:2]1[CH:7]=[CH:6][CH:5]=[CH:4][CH:3]=1.[H-].[Na+].C(O)(=O)C.[C:24](=O)([O:28]CC)[O:25][CH2:26][CH3:27]. The product is [CH2:26]([O:25][C:24](=[O:28])[CH2:16][C:15]([C:11]1[CH:12]=[CH:13][CH:14]=[C:9]([O:8][CH2:1][C:2]2[CH:3]=[CH:4][CH:5]=[CH:6][CH:7]=2)[CH:10]=1)=[O:17])[CH3:27].